Dataset: TCR-epitope binding with 47,182 pairs between 192 epitopes and 23,139 TCRs. Task: Binary Classification. Given a T-cell receptor sequence (or CDR3 region) and an epitope sequence, predict whether binding occurs between them. (1) The epitope is FLPRVFSAV. The TCR CDR3 sequence is CASSPGQFSHEAFF. Result: 0 (the TCR does not bind to the epitope). (2) The epitope is TLIGDCATV. The TCR CDR3 sequence is CASSQDLGTYEQYF. Result: 1 (the TCR binds to the epitope). (3) The epitope is AIMTRCLAV. The TCR CDR3 sequence is CASTPRDRSNYEQYF. Result: 0 (the TCR does not bind to the epitope).